From a dataset of Reaction yield outcomes from USPTO patents with 853,638 reactions. Predict the reaction yield, written as a fraction of the theoretical maximum amount of product (1.0 means a 100% yield; for example, 0.34 means a 34% yield). (1) The reactants are CS(C)=O.C(Cl)(=O)C(Cl)=O.[CH3:11][O:12][C:13](=[O:27])[C@@H:14]1[CH2:18][C@@H:17]([OH:19])[CH2:16][N:15]1[C:20]([O:22][C:23]([CH3:26])([CH3:25])[CH3:24])=[O:21].C(N(CC)CC)C. The catalyst is C(Cl)Cl. The product is [CH3:11][O:12][C:13]([C@@H:14]1[CH2:18][C:17](=[O:19])[CH2:16][N:15]1[C:20]([O:22][C:23]([CH3:26])([CH3:25])[CH3:24])=[O:21])=[O:27]. The yield is 1.00. (2) The reactants are [CH3:1][C:2]1[O:6][N:5]=[C:4]([C:7]2[CH:12]=[CH:11][CH:10]=[CH:9][CH:8]=2)[C:3]=1[CH2:13][O:14][C:15]1[CH:23]=[CH:22][C:18]([C:19]([OH:21])=O)=[CH:17][N:16]=1.[CH3:24][N:25]1[CH:29]=[CH:28][C:27]([NH2:30])=[N:26]1. No catalyst specified. The product is [CH3:1][C:2]1[O:6][N:5]=[C:4]([C:7]2[CH:8]=[CH:9][CH:10]=[CH:11][CH:12]=2)[C:3]=1[CH2:13][O:14][C:15]1[CH:23]=[CH:22][C:18]([C:19]([NH:30][C:27]2[CH:28]=[CH:29][N:25]([CH3:24])[N:26]=2)=[O:21])=[CH:17][N:16]=1. The yield is 0.870.